This data is from Catalyst prediction with 721,799 reactions and 888 catalyst types from USPTO. The task is: Predict which catalyst facilitates the given reaction. (1) Reactant: C[O:2][C:3]1[CH:4]=[C:5]([C:9]2[S:13][C:12]([C:14]3[CH:19]=[CH:18][C:17]([O:20]C)=[CH:16][CH:15]=3)=[N:11][CH:10]=2)[CH:6]=[CH:7][CH:8]=1. Product: [OH:20][C:17]1[CH:16]=[CH:15][C:14]([C:12]2[S:13][C:9]([C:5]3[CH:4]=[C:3]([OH:2])[CH:8]=[CH:7][CH:6]=3)=[CH:10][N:11]=2)=[CH:19][CH:18]=1. The catalyst class is: 195. (2) Product: [Cl:1][C:2]1[C:3](=[O:15])[N:4]([CH:9]2[CH2:14][CH2:13][CH2:12][CH2:11][O:10]2)[N:5]=[CH:6][C:7]=1[CH:24]([C:19]1[CH:20]=[CH:21][CH:22]=[CH:23][C:18]=1[C:17]([F:16])([F:27])[F:28])[C:25]#[N:26]. The catalyst class is: 7. Reactant: [Cl:1][C:2]1[C:3](=[O:15])[N:4]([CH:9]2[CH2:14][CH2:13][CH2:12][CH2:11][O:10]2)[N:5]=[CH:6][C:7]=1Cl.[F:16][C:17]([F:28])([F:27])[C:18]1[CH:23]=[CH:22][CH:21]=[CH:20][C:19]=1[CH2:24][C:25]#[N:26].CC(C)([O-])C.[K+]. (3) Reactant: N1CCCCC1.[CH3:7][O:8][C:9]1[C:53]([O:54][CH2:55][CH2:56][CH2:57][O:58][C:59]2[C:60]([O:84][CH3:85])=[CH:61][C:62]3[C:68](=[O:69])[N:67]4[CH:70]=[C:71]([CH3:73])[CH2:72][C@H:66]4[C:65](=[O:74])[N:64]([CH2:75][O:76][CH2:77][CH2:78][Si:79]([CH3:82])([CH3:81])[CH3:80])[C:63]=3[CH:83]=2)=[CH:52][C:12]2[N:13]([CH2:44][O:45][CH2:46][CH2:47][Si:48]([CH3:51])([CH3:50])[CH3:49])[C:14](=[O:43])[C@@H:15]3[CH2:21][C:20](/[CH:22]=[CH:23]/[CH2:24][NH:25]C(=O)OCC4C5C=CC=CC=5C5C4=CC=CC=5)=[CH:19][N:16]3[C:17](=[O:18])[C:11]=2[CH:10]=1. Product: [NH2:25][CH2:24]/[CH:23]=[CH:22]/[C:20]1[CH2:21][C@H:15]2[C:14](=[O:43])[N:13]([CH2:44][O:45][CH2:46][CH2:47][Si:48]([CH3:50])([CH3:49])[CH3:51])[C:12]3[CH:52]=[C:53]([O:54][CH2:55][CH2:56][CH2:57][O:58][C:59]4[C:60]([O:84][CH3:85])=[CH:61][C:62]5[C:68](=[O:69])[N:67]6[CH:70]=[C:71]([CH3:73])[CH2:72][C@H:66]6[C:65](=[O:74])[N:64]([CH2:75][O:76][CH2:77][CH2:78][Si:79]([CH3:80])([CH3:82])[CH3:81])[C:63]=5[CH:83]=4)[C:9]([O:8][CH3:7])=[CH:10][C:11]=3[C:17](=[O:18])[N:16]2[CH:19]=1. The catalyst class is: 3. (4) Reactant: [C:9](O[C:9]([O:11][C:12]([CH3:15])([CH3:14])[CH3:13])=[O:10])([O:11][C:12]([CH3:15])([CH3:14])[CH3:13])=[O:10].Cl.[NH2:17][CH2:18][C:19]1[CH:27]=[CH:26][CH:25]=[C:24]2[C:20]=1[CH2:21][N:22]([CH:29]1[CH2:34][CH2:33][C:32](=[O:35])[NH:31][C:30]1=[O:36])[C:23]2=[O:28].C(N(CC)CC)C. Product: [C:12]([O:11][C:9](=[O:10])[NH:17][CH2:18][C:19]1[CH:27]=[CH:26][CH:25]=[C:24]2[C:20]=1[CH2:21][N:22]([CH:29]1[CH2:34][CH2:33][C:32](=[O:35])[NH:31][C:30]1=[O:36])[C:23]2=[O:28])([CH3:13])([CH3:14])[CH3:15]. The catalyst class is: 1. (5) Reactant: F[C:2]1[CH:3]=[CH:4][CH:5]=[C:6]2[C:11]=1[N:10]=[CH:9][C:8]([S:12]([C:15]1[CH:20]=[CH:19][CH:18]=[CH:17][CH:16]=1)(=[O:14])=[O:13])=[CH:7]2.Cl.Cl.[CH3:23][NH:24][CH:25]1[CH2:30][CH2:29][NH:28][CH2:27][CH2:26]1.C(N(C(C)C)CC)(C)C. Product: [CH3:23][NH:24][CH:25]1[CH2:30][CH2:29][N:28]([C:2]2[CH:3]=[CH:4][CH:5]=[C:6]3[C:11]=2[N:10]=[CH:9][C:8]([S:12]([C:15]2[CH:20]=[CH:19][CH:18]=[CH:17][CH:16]=2)(=[O:14])=[O:13])=[CH:7]3)[CH2:27][CH2:26]1. The catalyst class is: 60.